Dataset: Full USPTO retrosynthesis dataset with 1.9M reactions from patents (1976-2016). Task: Predict the reactants needed to synthesize the given product. Given the product [CH2:15]([N:8]([CH2:1][C:2]1[CH:3]=[CH:4][CH:5]=[CH:6][CH:7]=1)[CH2:9][CH2:10][C:11]1([O:14][CH3:24])[CH2:12][CH2:13]1)[C:16]1[CH:21]=[CH:20][CH:19]=[CH:18][CH:17]=1, predict the reactants needed to synthesize it. The reactants are: [CH2:1]([N:8]([CH2:15][C:16]1[CH:21]=[CH:20][CH:19]=[CH:18][CH:17]=1)[CH2:9][CH2:10][C:11]1([OH:14])[CH2:13][CH2:12]1)[C:2]1[CH:7]=[CH:6][CH:5]=[CH:4][CH:3]=1.[H-].[Na+].[CH3:24]I.